From a dataset of Peptide-MHC class I binding affinity with 185,985 pairs from IEDB/IMGT. Regression. Given a peptide amino acid sequence and an MHC pseudo amino acid sequence, predict their binding affinity value. This is MHC class I binding data. (1) The peptide sequence is ETVEWALKF. The MHC is HLA-A26:02 with pseudo-sequence HLA-A26:02. The binding affinity (normalized) is 1.00. (2) The MHC is H-2-Ld with pseudo-sequence H-2-Ld. The binding affinity (normalized) is 0.184. The peptide sequence is TPQERSAVF.